From a dataset of Reaction yield outcomes from USPTO patents with 853,638 reactions. Predict the reaction yield, written as a fraction of the theoretical maximum amount of product (1.0 means a 100% yield; for example, 0.34 means a 34% yield). (1) The reactants are [Br:1][C:2]1[CH:3]=[C:4]2[C:10]([CH:11]([C:13]3[C:18]([F:19])=[CH:17][CH:16]=[C:15]([O:20][CH2:21][CH2:22][O:23]C4CCCCO4)[C:14]=3[F:30])O)=[CH:9][NH:8][C:5]2=[N:6][CH:7]=1.FC(F)(F)C(O)=O.C([SiH](CC)CC)C. The catalyst is C(#N)C. The product is [Br:1][C:2]1[CH:3]=[C:4]2[C:10]([CH2:11][C:13]3[C:14]([F:30])=[C:15]([CH:16]=[CH:17][C:18]=3[F:19])[O:20][CH2:21][CH2:22][OH:23])=[CH:9][NH:8][C:5]2=[N:6][CH:7]=1. The yield is 0.350. (2) The reactants are C(O[CH:4](OCC)[CH2:5][S:6][C:7]1[CH:12]=[CH:11][C:10]([F:13])=[CH:9][CH:8]=1)C. The catalyst is ClC1C=CC=CC=1. The product is [F:13][C:10]1[CH:9]=[CH:8][C:7]2[S:6][CH:5]=[CH:4][C:12]=2[CH:11]=1. The yield is 0.480. (3) The reactants are [C:1]([CH2:3][NH:4][C:5]([NH:7][CH2:8][CH3:9])=[O:6])#[N:2].CC(C)([O-])C.[K+].[F:16][C:17]([F:41])([F:40])[C:18]1[CH:35]=[C:34]([C:36]([F:39])([F:38])[F:37])[CH:33]=[CH:32][C:19]=1[CH2:20][O:21][C:22]1[CH:29]=[CH:28][C:25]([CH:26]=O)=[CH:24][C:23]=1[O:30][CH3:31]. The catalyst is C(O)C. The product is [F:16][C:17]([F:40])([F:41])[C:18]1[CH:35]=[C:34]([C:36]([F:39])([F:38])[F:37])[CH:33]=[CH:32][C:19]=1[CH2:20][O:21][C:22]1[CH:29]=[CH:28][C:25](/[CH:26]=[C:3]2\[NH:4][C:5](=[O:6])[N:7]([CH2:8][CH3:9])[C:1]\2=[NH:2])=[CH:24][C:23]=1[O:30][CH3:31]. The yield is 0.700.